This data is from Full USPTO retrosynthesis dataset with 1.9M reactions from patents (1976-2016). The task is: Predict the reactants needed to synthesize the given product. (1) Given the product [C:26]([O:25][C:23]([N:30]1[CH2:35][CH2:34][N:33]([CH:2]2[CH2:3][CH2:4][C:5]3[C:10](=[CH:9][C:8]([N:12]4[C:20](=[O:21])[C:19]5[C:14](=[CH:15][CH:16]=[CH:17][CH:18]=5)[C:13]4=[O:22])=[CH:7][CH:6]=3)[CH2:11]2)[CH2:32][CH2:31]1)=[O:24])([CH3:29])([CH3:27])[CH3:28], predict the reactants needed to synthesize it. The reactants are: O=[C:2]1[CH2:11][C:10]2[CH:9]=[C:8]([N:12]3[C:20](=[O:21])[C:19]4[C:14](=[CH:15][CH:16]=[CH:17][CH:18]=4)[C:13]3=[O:22])[CH:7]=[CH:6][C:5]=2[CH2:4][CH2:3]1.[C:23]([N:30]1[CH2:35][CH2:34][NH:33][CH2:32][CH2:31]1)([O:25][C:26]([CH3:29])([CH3:28])[CH3:27])=[O:24].C([BH3-])#N.[Na+]. (2) Given the product [Br:1][CH2:2][C:3]1[CH:10]=[CH:9][C:6]([CH2:7][NH:8][C:17](=[O:19])[CH3:18])=[CH:5][C:4]=1[N+:11]([O-:13])=[O:12], predict the reactants needed to synthesize it. The reactants are: [Br:1][CH2:2][C:3]1[CH:10]=[CH:9][C:6]([C:7]#[N:8])=[CH:5][C:4]=1[N+:11]([O-:13])=[O:12].Cl.CO.[C:17](OC(=O)C)(=[O:19])[CH3:18].[OH-].[Na+]. (3) Given the product [C:1]([O:9][C:10]1[CH:11]=[C:12]([CH:15]=[CH:16][C:17]=1[Cl:34])[CH2:13][Br:14])(=[O:8])[C:2]1[CH:7]=[CH:6][CH:5]=[CH:4][CH:3]=1, predict the reactants needed to synthesize it. The reactants are: [C:1]([O:9][C:10]1[CH:11]=[C:12]([CH:15]=[CH:16][C:17]=1F)[CH2:13][Br:14])(=[O:8])[C:2]1[CH:7]=[CH:6][CH:5]=[CH:4][CH:3]=1.C(OC1C=C(C)C=CC=1[Cl:34])(=O)C1C=CC=CC=1.C1C(=O)N(Br)C(=O)C1. (4) The reactants are: [CH:1]([NH:4][C:5]1[CH:10]=[CH:9][N:8]=[C:7]([C:11]2[C:19]3[C:14](=[CH:15][CH:16]=[C:17]([C:20]4[O:24][C:23]([NH:25]CC5C=CC(OC)=CC=5)=[N:22][N:21]=4)[CH:18]=3)[N:13]([S:35]([C:38]3[CH:44]=[CH:43][C:41]([CH3:42])=[CH:40][CH:39]=3)(=[O:37])=[O:36])[CH:12]=2)[N:6]=1)([CH3:3])[CH3:2]. Given the product [CH:1]([NH:4][C:5]1[CH:10]=[CH:9][N:8]=[C:7]([C:11]2[C:19]3[C:14](=[CH:15][CH:16]=[C:17]([C:20]4[O:24][C:23]([NH2:25])=[N:22][N:21]=4)[CH:18]=3)[N:13]([S:35]([C:38]3[CH:39]=[CH:40][C:41]([CH3:42])=[CH:43][CH:44]=3)(=[O:36])=[O:37])[CH:12]=2)[N:6]=1)([CH3:3])[CH3:2], predict the reactants needed to synthesize it. (5) Given the product [C:28]([O:32][C:33]([N:35]1[C:39]2[CH:40]=[CH:41][CH:42]=[CH:43][C:38]=2[N:37]=[C:36]1[CH2:44][N:16]([CH2:15][C:12]1[CH:13]=[CH:14][C:9]([CH2:8][NH:7][C:6]([O:5][C:1]([CH3:4])([CH3:2])[CH3:3])=[O:27])=[CH:10][CH:11]=1)[CH:17]1[CH2:26][C:25]2[N:24]=[CH:23][CH:22]=[CH:21][C:20]=2[CH2:19][CH2:18]1)=[O:34])([CH3:31])([CH3:30])[CH3:29], predict the reactants needed to synthesize it. The reactants are: [C:1]([O:5][C:6](=[O:27])[NH:7][CH2:8][C:9]1[CH:14]=[CH:13][C:12]([CH2:15][NH:16][CH:17]2[CH2:26][C:25]3[N:24]=[CH:23][CH:22]=[CH:21][C:20]=3[CH2:19][CH2:18]2)=[CH:11][CH:10]=1)([CH3:4])([CH3:3])[CH3:2].[C:28]([O:32][C:33]([N:35]1[C:39]2[CH:40]=[CH:41][CH:42]=[CH:43][C:38]=2[N:37]=[C:36]1[CH2:44]Cl)=[O:34])([CH3:31])([CH3:30])[CH3:29].CCN(C(C)C)C(C)C. (6) Given the product [C:8]([C:7]1[CH:2]=[CH:3][C:4]([NH:10][C@H:11]2[CH2:15][CH2:14][N:13]([C:16]([O:18][C:19]([CH3:22])([CH3:21])[CH3:20])=[O:17])[CH2:12]2)=[CH:5][CH:6]=1)#[N:9], predict the reactants needed to synthesize it. The reactants are: Cl[C:2]1[CH:3]=[C:4]([NH:10][C@H:11]2[CH2:15][CH2:14][N:13]([C:16]([O:18][C:19]([CH3:22])([CH3:21])[CH3:20])=[O:17])[CH2:12]2)[CH:5]=[CH:6][C:7]=1[C:8]#[N:9].CC([O-])=O.[K+].